This data is from NCI-60 drug combinations with 297,098 pairs across 59 cell lines. The task is: Regression. Given two drug SMILES strings and cell line genomic features, predict the synergy score measuring deviation from expected non-interaction effect. (1) Drug 1: CC1OCC2C(O1)C(C(C(O2)OC3C4COC(=O)C4C(C5=CC6=C(C=C35)OCO6)C7=CC(=C(C(=C7)OC)O)OC)O)O. Drug 2: C1CN(P(=O)(OC1)NCCCl)CCCl. Cell line: EKVX. Synergy scores: CSS=8.29, Synergy_ZIP=1.61, Synergy_Bliss=-5.19, Synergy_Loewe=-24.0, Synergy_HSA=-6.05. (2) Drug 1: CS(=O)(=O)CCNCC1=CC=C(O1)C2=CC3=C(C=C2)N=CN=C3NC4=CC(=C(C=C4)OCC5=CC(=CC=C5)F)Cl. Drug 2: CC(C)CN1C=NC2=C1C3=CC=CC=C3N=C2N. Cell line: NCI-H460. Synergy scores: CSS=0.00150, Synergy_ZIP=2.15, Synergy_Bliss=2.72, Synergy_Loewe=-0.764, Synergy_HSA=-0.353. (3) Drug 1: CN(C)C1=NC(=NC(=N1)N(C)C)N(C)C. Drug 2: CC1=C(C=C(C=C1)NC(=O)C2=CC=C(C=C2)CN3CCN(CC3)C)NC4=NC=CC(=N4)C5=CN=CC=C5. Cell line: SW-620. Synergy scores: CSS=-5.73, Synergy_ZIP=4.71, Synergy_Bliss=6.29, Synergy_Loewe=-2.53, Synergy_HSA=-2.10. (4) Drug 1: C(=O)(N)NO. Drug 2: CCCCC(=O)OCC(=O)C1(CC(C2=C(C1)C(=C3C(=C2O)C(=O)C4=C(C3=O)C=CC=C4OC)O)OC5CC(C(C(O5)C)O)NC(=O)C(F)(F)F)O. Cell line: OVCAR-4. Synergy scores: CSS=15.0, Synergy_ZIP=-6.48, Synergy_Bliss=-5.34, Synergy_Loewe=-14.0, Synergy_HSA=-6.23. (5) Drug 1: CC1=C(N=C(N=C1N)C(CC(=O)N)NCC(C(=O)N)N)C(=O)NC(C(C2=CN=CN2)OC3C(C(C(C(O3)CO)O)O)OC4C(C(C(C(O4)CO)O)OC(=O)N)O)C(=O)NC(C)C(C(C)C(=O)NC(C(C)O)C(=O)NCCC5=NC(=CS5)C6=NC(=CS6)C(=O)NCCC[S+](C)C)O. Drug 2: CC1=C(C(=O)C2=C(C1=O)N3CC4C(C3(C2COC(=O)N)OC)N4)N. Cell line: SK-MEL-5. Synergy scores: CSS=47.5, Synergy_ZIP=-2.40, Synergy_Bliss=0.337, Synergy_Loewe=-4.74, Synergy_HSA=3.82. (6) Drug 1: CCC1=CC2CC(C3=C(CN(C2)C1)C4=CC=CC=C4N3)(C5=C(C=C6C(=C5)C78CCN9C7C(C=CC9)(C(C(C8N6C)(C(=O)OC)O)OC(=O)C)CC)OC)C(=O)OC.C(C(C(=O)O)O)(C(=O)O)O. Drug 2: CN(C)N=NC1=C(NC=N1)C(=O)N. Cell line: T-47D. Synergy scores: CSS=33.4, Synergy_ZIP=-8.85, Synergy_Bliss=-2.83, Synergy_Loewe=-23.5, Synergy_HSA=-2.76.